This data is from Catalyst prediction with 721,799 reactions and 888 catalyst types from USPTO. The task is: Predict which catalyst facilitates the given reaction. (1) Reactant: [Na+].[Br:2][C:3]1[N:8]=[CH:7][C:6]([CH:9]=[CH:10][C:11](=[O:15])[C:12]([O-:14])=[O:13])=[CH:5][CH:4]=1.[CH3:16]I.O. Product: [CH3:16][O:13][C:12](=[O:14])[C:11](=[O:15])[CH:10]=[CH:9][C:6]1[CH:7]=[N:8][C:3]([Br:2])=[CH:4][CH:5]=1. The catalyst class is: 9. (2) Reactant: [Cl:1][C:2]1[N:7]=[C:6]([C:8](Cl)=[O:9])[CH:5]=[CH:4][CH:3]=1.[CH3:11][C@H:12]1[CH2:17][N:16]([CH2:18][C:19]2[CH:24]=[CH:23][C:22]([NH:25][CH3:26])=[CH:21][CH:20]=2)[CH2:15][CH2:14][N:13]1[C:27]([O:29][C:30]([CH3:33])([CH3:32])[CH3:31])=[O:28].C(N(CC)CC)C. Product: [Cl:1][C:2]1[N:7]=[C:6]([C:8]([N:25]([CH3:26])[C:22]2[CH:21]=[CH:20][C:19]([CH2:18][N:16]3[CH2:15][CH2:14][N:13]([C:27]([O:29][C:30]([CH3:32])([CH3:31])[CH3:33])=[O:28])[C@@H:12]([CH3:11])[CH2:17]3)=[CH:24][CH:23]=2)=[O:9])[CH:5]=[CH:4][CH:3]=1. The catalyst class is: 2. (3) Reactant: [Br:1][C:2]1[C:11]2[C:6](=[C:7]([Br:21])[CH:8]=[C:9]([C:12]([C:14]3[CH:19]=[CH:18][C:17]([Cl:20])=[CH:16][CH:15]=3)=[O:13])[CH:10]=2)[N:5]=[C:4]([O:22][C:23]([CH3:26])([CH3:25])[CH3:24])[CH:3]=1.[Cl:27][C:28]1[CH:33]=[CH:32][C:31]([Mg]Br)=[CH:30][CH:29]=1. Product: [Cl:20][C:17]1[CH:16]=[CH:15][C:14]([C:12]([C:31]2[CH:32]=[CH:33][C:28]([Cl:27])=[CH:29][CH:30]=2)([C:9]2[CH:10]=[C:11]3[C:6](=[C:7]([Br:21])[CH:8]=2)[N:5]=[C:4]([O:22][C:23]([CH3:26])([CH3:25])[CH3:24])[CH:3]=[C:2]3[Br:1])[OH:13])=[CH:19][CH:18]=1. The catalyst class is: 7. (4) Reactant: [BH4-].[Na+].[Br-].[CH2:4]([N+:11]1[CH:16]=[C:15]([F:17])[CH:14]=[CH:13][C:12]=1[CH2:18][NH:19][C:20]([O:22][C:23]([CH3:26])([CH3:25])[CH3:24])=[O:21])[C:5]1[CH:10]=[CH:9][CH:8]=[CH:7][CH:6]=1. Product: [CH2:4]([N:11]1[CH:16]=[C:15]([F:17])[CH2:14][CH2:13][CH:12]1[CH2:18][NH:19][C:20](=[O:21])[O:22][C:23]([CH3:25])([CH3:24])[CH3:26])[C:5]1[CH:6]=[CH:7][CH:8]=[CH:9][CH:10]=1. The catalyst class is: 191. (5) Reactant: [F:1][C:2]([F:17])([F:16])[C:3]1[CH:8]=[CH:7][C:6]([N:9]2[CH2:14][CH2:13][CH:12]([OH:15])[CH2:11][CH2:10]2)=[CH:5][CH:4]=1.[H-].[Na+].Cl[C:21]1[N:26]=[CH:25][C:24]([S:27]([NH:30][CH:31]2[CH2:36][CH2:35][N:34]([C:37]([O:39][C:40]([CH3:43])([CH3:42])[CH3:41])=[O:38])[CH2:33][CH2:32]2)(=[O:29])=[O:28])=[CH:23][CH:22]=1. Product: [F:17][C:2]([F:1])([F:16])[C:3]1[CH:4]=[CH:5][C:6]([N:9]2[CH2:14][CH2:13][CH:12]([O:15][C:21]3[N:26]=[CH:25][C:24]([S:27]([NH:30][CH:31]4[CH2:36][CH2:35][N:34]([C:37]([O:39][C:40]([CH3:43])([CH3:42])[CH3:41])=[O:38])[CH2:33][CH2:32]4)(=[O:28])=[O:29])=[CH:23][CH:22]=3)[CH2:11][CH2:10]2)=[CH:7][CH:8]=1. The catalyst class is: 9. (6) Reactant: [CH3:1][C@H:2]([C:4]1[CH:9]=[CH:8][CH:7]=[CH:6][N:5]=1)O.CS(Cl)(=O)=O.S([O-])(=O)(=O)C.[CH3:20][O:21][C:22]1[CH:27]=[CH:26][C:25]([C:28]2[C:33]([CH3:34])=[C:32]([C:35]([F:38])([F:37])[F:36])[N:31]3[N:39]=[CH:40][C:41]([C:42]([N:44]4[CH2:49][CH2:48][NH:47][CH2:46][C@H:45]4[CH3:50])=[O:43])=[C:30]3[N:29]=2)=[CH:24][CH:23]=1. Product: [CH3:20][O:21][C:22]1[CH:23]=[CH:24][C:25]([C:28]2[C:33]([CH3:34])=[C:32]([C:35]([F:37])([F:36])[F:38])[N:31]3[N:39]=[CH:40][C:41]([C:42]([N:44]4[CH2:49][CH2:48][N:47]([C@H:2]([C:4]5[CH:9]=[CH:8][CH:7]=[CH:6][N:5]=5)[CH3:1])[CH2:46][C@H:45]4[CH3:50])=[O:43])=[C:30]3[N:29]=2)=[CH:26][CH:27]=1. The catalyst class is: 61. (7) Reactant: [C:1]([OH:20])(=O)[CH2:2][CH2:3][CH2:4][CH2:5][CH2:6][CH2:7][CH2:8]/[CH:9]=[CH:10]\[CH2:11]CCCCCCC.[SH:21]C(O)CCCCCCCCCC.C(O)C. Product: [SH:21][CH2:11][CH2:10][CH2:9][CH2:8][CH2:7][CH2:6][CH2:5][CH2:4][CH2:3][CH2:2][CH2:1][OH:20]. The catalyst class is: 22. (8) Product: [OH:1][C:2]1[CH:3]=[C:4]2[C:9](=[CH:10][CH:11]=1)[CH2:8][NH:7][CH:6]([C:19]([NH:20][C@H:21]1[C:30]3[C:25](=[CH:26][CH:27]=[CH:28][CH:29]=3)[CH2:24][CH2:23][CH2:22]1)=[O:31])[CH2:5]2. Reactant: [OH:1][C:2]1[CH:3]=[C:4]2[C:9](=[CH:10][CH:11]=1)[CH2:8][N:7](C(OC(C)(C)C)=O)[CH:6]([C:19](=[O:31])[NH:20][C@H:21]1[C:30]3[C:25](=[CH:26][CH:27]=[CH:28][CH:29]=3)[CH2:24][CH2:23][CH2:22]1)[CH2:5]2.C(O)(C(F)(F)F)=O. The catalyst class is: 2.